From a dataset of Reaction yield outcomes from USPTO patents with 853,638 reactions. Predict the reaction yield, written as a fraction of the theoretical maximum amount of product (1.0 means a 100% yield; for example, 0.34 means a 34% yield). (1) The reactants are C(OC(=O)[NH:10][C:11]1[CH:16]=[CH:15][C:14]([C:17]2[CH2:18][CH2:19][N:20]([CH:23]([CH3:25])[CH3:24])[CH2:21][CH:22]=2)=[CH:13][CH:12]=1)C1C=CC=CC=1. The catalyst is CO.[Pd]. The product is [CH:23]([N:20]1[CH2:19][CH2:18][CH:17]([C:14]2[CH:13]=[CH:12][C:11]([NH2:10])=[CH:16][CH:15]=2)[CH2:22][CH2:21]1)([CH3:25])[CH3:24]. The yield is 0.900. (2) The reactants are [NH2:1][C@@H:2]1[C:8](=[O:9])[N:7]([CH:10]([CH3:12])[CH3:11])[C:6]2[CH:13]=[CH:14][CH:15]=[CH:16][C:5]=2[O:4][C@@H:3]1[C:17]1[CH:22]=[CH:21][CH:20]=[CH:19][CH:18]=1.[F:23][C:24]1[CH:25]=[C:26]([CH2:31][C:32]([NH:34][C@H:35]([C:37](O)=[O:38])[CH3:36])=[O:33])[CH:27]=[C:28]([F:30])[CH:29]=1.C1C=CC2N(O)N=NC=2C=1.CN1CCOCC1.CCN=C=NCCCN(C)C.Cl. The catalyst is ClCCl. The product is [F:23][C:24]1[CH:25]=[C:26]([CH2:31][C:32]([NH:34][C@H:35]([C:37]([NH:1][C@@H:2]2[C:8](=[O:9])[N:7]([CH:10]([CH3:12])[CH3:11])[C:6]3[CH:13]=[CH:14][CH:15]=[CH:16][C:5]=3[O:4][C@@H:3]2[C:17]2[CH:22]=[CH:21][CH:20]=[CH:19][CH:18]=2)=[O:38])[CH3:36])=[O:33])[CH:27]=[C:28]([F:30])[CH:29]=1. The yield is 0.620.